This data is from Drug-target binding data from BindingDB using IC50 measurements. The task is: Regression. Given a target protein amino acid sequence and a drug SMILES string, predict the binding affinity score between them. We predict pIC50 (pIC50 = -log10(IC50 in M); higher means more potent). Dataset: bindingdb_ic50. (1) The small molecule is CCCCCCCC/C=C\CCCCCCCC(=O)Oc1cccc2c1C(=O)C=CC2=O. The target protein (Q6R3M4) has sequence MEPLHAGAAGSSRAVCSQGPPTQISSSRVIVHVDLDCFYAQVEMISNPELKDRPLGVQQKYLVVTCNYEARKLGVRKLMNVRDAKEKCPQLVLVNGEDLSRYREMSYKVTELLEEFSPAVERLGFDENFVDLTEMVEKRLQQLPSEEVPSVTVFGHVYNNQSVNLHNIMHRRLVVGSQIAAEMREAMYNQLGLTGCAGVAPNKLLAKLVSGVFKPNQQTVLLPESCQHLIHSLNHIKEIPGIGYKTAKRLEVLGINSVHDLQTFPIKTLEKELGIAIAQRIQQLSFGEDKSPVTPSGPPQSFSEEDTFKKCSSEVEAKAKIEELLSSLLTRVCQDGRKPHTVRLVIRRYSDKHCNRESRQCPIPSHVIQKLGTGNHDSMPPLIDILMKLFRNMVNVKMPFHLTLMSVCFCNLKALSSAKKGPMDCYLTSLSTPAYTDKRAFKVKDTHTEDSHKEKEANWDCLPSRRIESTGTGESPLDATCFPKEKDTSDLPLQALPEGV.... The pIC50 is 5.1. (2) The compound is Cc1ncnc(C)c1C(=O)N1C[C@@H]2CN(CCC(c3ccccc3)C3CN(C(=O)C4CCCC4)C3)C[C@@H]2C1. The target protein (P13501) has sequence MKVSAAALAVILIATALCAPASASPYSSDTTPCCFAYIARPLPRAHIKEYFYTSGKCSNPAVVFVTRKNRQVCANPEKKWVREYINSLEMS. The pIC50 is 6.7. (3) The small molecule is N#CCNS(=O)(=O)c1cccc(-c2ccc(C(N)=O)c3[nH]ccc23)c1. The target protein sequence is GSWEIDPKDLTFLKELGTGQFGVVKYGKWRGQYDVAIKMIKEGSMSEDEFIEEAKVMMNLSHEKLVQLYGVCTKQRPIFIITEYMANGCLLNYLREMRHRFQTQQLLEMCKDVCEAMEYLESKQFLHRDLAARNCLVNDQGVVKVSDFGLSRYVLDDEYTSSVGSKFPVRWSPPEVLMYSKFSSKSDIWAFGVLMWEIYSLGKMPYERFTNSETAEHIAQGLRLYRPHLASEKVYTIMYSCWHEKADERPTFKILLSNILDVMDEES. The pIC50 is 5.3. (4) The small molecule is Cc1nc(NCc2ccccc2)sc1C[C@@H]1O[C@H](CO)[C@H](O)[C@H](O)[C@H]1O. The target protein (P09382) has sequence MACGLVASNLNLKPGECLRVRGEVAPDAKSFVLNLGKDSNNLCLHFNPRFNAHGDANTIVCNSKDGGAWGTEQREAVFPFQPGSVAEVCITFDQANLTVKLPDGYEFKFPNRLNLEAINYMAADGDFKIKCVAFD. The pIC50 is 2.3. (5) The compound is CC1(C)CCC(C)(C)c2cc(N(c3ccc(C(=O)O)cn3)S(=O)(=O)c3ccc(C(F)(F)F)cc3)ccc21. The target protein (P28702) has sequence MSWAARPPFLPQRHAAGQCGPVGVRKEMHCGVASRWRRRRPWLDPAAAAAAAVAGGEQQTPEPEPGEAGRDGMGDSGRDSRSPDSSSPNPLPQGVPPPSPPGPPLPPSTAPSLGGSGAPPPPPMPPPPLGSPFPVISSSMGSPGLPPPAPPGFSGPVSSPQINSTVSLPGGGSGPPEDVKPPVLGVRGLHCPPPPGGPGAGKRLCAICGDRSSGKHYGVYSCEGCKGFFKRTIRKDLTYSCRDNKDCTVDKRQRNRCQYCRYQKCLATGMKREAVQEERQRGKDKDGDGEGAGGAPEEMPVDRILEAELAVEQKSDQGVEGPGGTGGSGSSPNDPVTNICQAADKQLFTLVEWAKRIPHFSSLPLDDQVILLRAGWNELLIASFSHRSIDVRDGILLATGLHVHRNSAHSAGVGAIFDRVLTELVSKMRDMRMDKTELGCLRAIILFNPDAKGLSNPSEVEVLREKVYASLETYCKQKYPEQQGRFAKLLLRLPALRSIG.... The pIC50 is 6.1.